Dataset: NCI-60 drug combinations with 297,098 pairs across 59 cell lines. Task: Regression. Given two drug SMILES strings and cell line genomic features, predict the synergy score measuring deviation from expected non-interaction effect. (1) Drug 1: COC1=CC(=CC(=C1O)OC)C2C3C(COC3=O)C(C4=CC5=C(C=C24)OCO5)OC6C(C(C7C(O6)COC(O7)C8=CC=CS8)O)O. Drug 2: COC1=NC(=NC2=C1N=CN2C3C(C(C(O3)CO)O)O)N. Cell line: MALME-3M. Synergy scores: CSS=19.6, Synergy_ZIP=-6.11, Synergy_Bliss=0.330, Synergy_Loewe=-12.3, Synergy_HSA=-0.218. (2) Drug 1: CN1C(=O)N2C=NC(=C2N=N1)C(=O)N. Drug 2: CS(=O)(=O)OCCCCOS(=O)(=O)C. Cell line: A549. Synergy scores: CSS=7.94, Synergy_ZIP=-2.50, Synergy_Bliss=-0.826, Synergy_Loewe=-7.87, Synergy_HSA=-4.47. (3) Drug 1: C1CN1C2=NC(=NC(=N2)N3CC3)N4CC4. Drug 2: C1=CC(=CC=C1CC(C(=O)O)N)N(CCCl)CCCl.Cl. Cell line: TK-10. Synergy scores: CSS=22.4, Synergy_ZIP=-6.55, Synergy_Bliss=-4.85, Synergy_Loewe=-1.78, Synergy_HSA=-0.506. (4) Drug 1: C1=CC(=CC=C1C#N)C(C2=CC=C(C=C2)C#N)N3C=NC=N3. Drug 2: CC1C(C(CC(O1)OC2CC(CC3=C2C(=C4C(=C3O)C(=O)C5=C(C4=O)C(=CC=C5)OC)O)(C(=O)CO)O)N)O.Cl. Cell line: EKVX. Synergy scores: CSS=4.82, Synergy_ZIP=-0.810, Synergy_Bliss=0.905, Synergy_Loewe=-5.26, Synergy_HSA=-2.89. (5) Drug 1: C1=NNC2=C1C(=O)NC=N2. Drug 2: CCN(CC)CCCC(C)NC1=C2C=C(C=CC2=NC3=C1C=CC(=C3)Cl)OC. Cell line: SF-539. Synergy scores: CSS=6.26, Synergy_ZIP=-6.44, Synergy_Bliss=-6.13, Synergy_Loewe=-31.0, Synergy_HSA=-5.90. (6) Drug 1: CC1=C(C(=O)C2=C(C1=O)N3CC4C(C3(C2COC(=O)N)OC)N4)N. Drug 2: CS(=O)(=O)CCNCC1=CC=C(O1)C2=CC3=C(C=C2)N=CN=C3NC4=CC(=C(C=C4)OCC5=CC(=CC=C5)F)Cl. Cell line: OVCAR3. Synergy scores: CSS=30.5, Synergy_ZIP=-5.97, Synergy_Bliss=-3.73, Synergy_Loewe=3.67, Synergy_HSA=4.56. (7) Drug 1: CCC1=CC2CC(C3=C(CN(C2)C1)C4=CC=CC=C4N3)(C5=C(C=C6C(=C5)C78CCN9C7C(C=CC9)(C(C(C8N6C)(C(=O)OC)O)OC(=O)C)CC)OC)C(=O)OC.C(C(C(=O)O)O)(C(=O)O)O. Drug 2: CC(C)(C#N)C1=CC(=CC(=C1)CN2C=NC=N2)C(C)(C)C#N. Cell line: COLO 205. Synergy scores: CSS=31.5, Synergy_ZIP=5.32, Synergy_Bliss=8.44, Synergy_Loewe=-8.66, Synergy_HSA=7.30.